Predict which catalyst facilitates the given reaction. From a dataset of Catalyst prediction with 721,799 reactions and 888 catalyst types from USPTO. (1) Reactant: [CH3:1][O:2][CH2:3][CH2:4][C:5]1[CH:20]=[CH:19][C:8]([O:9]/[CH:10]=[CH:11]\[C:12]([O:14]C(C)(C)C)=[O:13])=[CH:7][CH:6]=1.Cl. Product: [CH3:1][O:2][CH2:3][CH2:4][C:5]1[CH:20]=[CH:19][C:8]([O:9]/[CH:10]=[CH:11]\[C:12]([OH:14])=[O:13])=[CH:7][CH:6]=1. The catalyst class is: 1. (2) Reactant: [NH2:1][CH2:2][C:3]1[CH:12]=[C:11]([O:13][CH2:14][CH3:15])[C:6]([C:7]([NH:9][CH3:10])=[O:8])=[CH:5][N:4]=1.[CH:16]1[C:28]2[CH:27]([CH2:29][O:30][C:31]([N:33]=[C:34]=[S:35])=[O:32])[C:26]3[C:21](=[CH:22][CH:23]=[CH:24][CH:25]=3)[C:20]=2[CH:19]=[CH:18][CH:17]=1. Product: [CH2:14]([O:13][C:11]1[C:6]([C:7](=[O:8])[NH:9][CH3:10])=[CH:5][N:4]=[C:3]([CH2:2][NH:1][C:34]([NH:33][C:31]([O:30][CH2:29][CH:27]2[C:26]3[CH:25]=[CH:24][CH:23]=[CH:22][C:21]=3[C:20]3[C:28]2=[CH:16][CH:17]=[CH:18][CH:19]=3)=[O:32])=[S:35])[CH:12]=1)[CH3:15]. The catalyst class is: 258. (3) Reactant: Cl[C:2]1[C:11]2[C:6](=[CH:7][CH:8]=[C:9]([I:12])[CH:10]=2)[N:5]=[C:4]([CH3:13])[C:3]=1[S:14]([CH3:17])(=[O:16])=[O:15].[OH:18][C@@H:19]1[CH2:24][CH2:23][CH2:22][NH:21][CH2:20]1.C(N(CC)C(C)C)(C)C. Product: [I:12][C:9]1[CH:10]=[C:11]2[C:6](=[CH:7][CH:8]=1)[N:5]=[C:4]([CH3:13])[C:3]([S:14]([CH3:17])(=[O:16])=[O:15])=[C:2]2[N:21]1[CH2:22][CH2:23][CH2:24][C@@H:19]([OH:18])[CH2:20]1. The catalyst class is: 9. (4) Reactant: [CH3:1][CH:2]1[CH2:10][C:9]2[C:4](=[CH:5][CH:6]=[C:7]([C:11]([O:20][Si](CC)(CC)CC)([C:16]([F:19])([F:18])[F:17])[C:12]([F:15])([F:14])[F:13])[CH:8]=2)[N:3]1[CH2:28][CH2:29][C:30]1[CH:35]=[CH:34][CH:33]=[CH:32][CH:31]=1. Product: [F:15][C:12]([F:13])([F:14])[C:11]([C:7]1[CH:8]=[C:9]2[C:4](=[CH:5][CH:6]=1)[N:3]([CH2:28][CH2:29][C:30]1[CH:35]=[CH:34][CH:33]=[CH:32][CH:31]=1)[C:2]([CH3:1])=[CH:10]2)([OH:20])[C:16]([F:19])([F:18])[F:17]. The catalyst class is: 784. (5) Reactant: C1(C)C=CC(S(OCC([NH:15][C:16]([O:18][C:19]([CH3:22])([CH3:21])[CH3:20])=O)(C)C)(=O)=O)=CC=1.[OH-].[Na+]. Product: [C:19]([O:18][C:16](=[NH:15])[CH:20]=[C:19]([CH3:22])[CH3:21])([CH3:20])([CH3:21])[CH3:22]. The catalyst class is: 28. (6) Reactant: [NH2:1][C:2]1[CH:11]=[CH:10][C:5]([C:6]([O:8][CH3:9])=[O:7])=[C:4](Cl)[N:3]=1.[C:13]([O:17][C:18]([C:20]1[CH:21]=[C:22](B(O)O)[CH:23]=[CH:24][CH:25]=1)=[O:19])([CH3:16])([CH3:15])[CH3:14].C([O-])([O-])=O.[Na+].[Na+]. Product: [NH2:1][C:2]1[CH:11]=[CH:10][C:5]([C:6]([O:8][CH3:9])=[O:7])=[C:4]([C:22]2[CH:23]=[CH:24][CH:25]=[C:20]([C:18]([O:17][C:13]([CH3:16])([CH3:15])[CH3:14])=[O:19])[CH:21]=2)[N:3]=1. The catalyst class is: 276.